Dataset: Blood-brain barrier permeability classification from the B3DB database. Task: Regression/Classification. Given a drug SMILES string, predict its absorption, distribution, metabolism, or excretion properties. Task type varies by dataset: regression for continuous measurements (e.g., permeability, clearance, half-life) or binary classification for categorical outcomes (e.g., BBB penetration, CYP inhibition). Dataset: b3db_classification. (1) The molecule is CN1CCc2cccc3c2C1Cc1ccc(O)c(O)c1-3. The result is 1 (penetrates BBB). (2) The molecule is CSC(=O)[C@@]1(O)[C@@H](C)C[C@H]2[C@@H]3CCC4=CC(=O)C=C[C@]4(C)[C@@]3(F)[C@@H](O)C[C@@]21C. The result is 1 (penetrates BBB). (3) The compound is CCN(CC)C(=O)N[C@H]1CC2c3cccc4[nH]cc(c34)C[C@H]2N(C)C1. The result is 1 (penetrates BBB). (4) The compound is CC[C@]1(c2ccccc2)CCC(=O)NC1=O. The result is 1 (penetrates BBB). (5) The molecule is CCCNC(=O)c1ccc2c(c1)N([C@H](C)CN1CCCC1)c1ccccc1S2. The result is 1 (penetrates BBB).